Dataset: Forward reaction prediction with 1.9M reactions from USPTO patents (1976-2016). Task: Predict the product of the given reaction. (1) Given the reactants [C:1]([C:4]1[N:9]=[C:8]([C:10]([O:12][CH3:13])=[O:11])[C:7]([O:14][CH3:15])=[C:6]([NH2:16])[CH:5]=1)(=[O:3])[CH3:2].[BH4-].[Na+].C([O-])(O)=O.[Na+], predict the reaction product. The product is: [NH2:16][C:6]1[CH:5]=[C:4]([CH:1]([OH:3])[CH3:2])[N:9]=[C:8]([C:10]([O:12][CH3:13])=[O:11])[C:7]=1[O:14][CH3:15]. (2) Given the reactants ClC1C=CC=C(C(OO)=O)C=1.[F:12][C:13]1[CH:23]=[CH:22][C:16]2S[CH2:18][CH2:19][CH2:20][O:21][C:15]=2[CH:14]=1.[S:24]([O-:28])([O-])(=O)=[O:25].[Mg+2].O, predict the reaction product. The product is: [F:12][C:13]1[CH:23]=[CH:22][C:16]2[S:24](=[O:28])(=[O:25])[CH2:18][CH2:19][CH2:20][O:21][C:15]=2[CH:14]=1. (3) Given the reactants S(Cl)(C)(=O)=O.O[CH2:7][CH2:8][CH2:9][CH2:10][C:11]([C:13]1[CH:18]=[CH:17][CH:16]=[CH:15][CH:14]=1)=[O:12].CCN(CC)CC.[N:26]1([CH:32]2[CH2:37][CH2:36][NH:35][CH2:34][CH2:33]2)[CH2:31][CH2:30][CH2:29][CH2:28][CH2:27]1, predict the reaction product. The product is: [N:26]1([CH:32]2[CH2:37][CH2:36][N:35]([CH2:7][CH2:8][CH2:9][CH2:10][C:11]([C:13]3[CH:18]=[CH:17][CH:16]=[CH:15][CH:14]=3)=[O:12])[CH2:34][CH2:33]2)[CH2:31][CH2:30][CH2:29][CH2:28][CH2:27]1. (4) Given the reactants C(OC(=O)[NH:7][C:8]1[CH:13]=[C:12]([O:14][CH2:15][C:16]([F:19])([F:18])[F:17])[C:11]([C:20]([F:23])([F:22])[F:21])=[CH:10][C:9]=1[NH:24][C:25](=[O:42])[CH2:26][C:27]([C:29]1[CH:34]=[CH:33][CH:32]=[C:31]([C:35]2[CH:36]=[N:37][C:38]([CH3:41])=[CH:39][CH:40]=2)[CH:30]=1)=O)(C)(C)C.C(O)(C(F)(F)F)=O, predict the reaction product. The product is: [CH3:41][C:38]1[N:37]=[CH:36][C:35]([C:31]2[CH:30]=[C:29]([C:27]3[CH2:26][C:25](=[O:42])[NH:24][C:9]4[CH:10]=[C:11]([C:20]([F:22])([F:23])[F:21])[C:12]([O:14][CH2:15][C:16]([F:17])([F:18])[F:19])=[CH:13][C:8]=4[N:7]=3)[CH:34]=[CH:33][CH:32]=2)=[CH:40][CH:39]=1. (5) The product is: [C:1]([C:5]1[CH:9]=[C:8]([CH2:10][NH:11][C:32](=[O:33])[CH:31]([C:22]2[CH:23]=[CH:24][C:25]([CH2:26][O:27][CH2:28][CH2:29][OH:30])=[C:20]([F:19])[CH:21]=2)[CH3:35])[N:7]([C:12]2[CH:13]=[CH:14][C:15]([F:18])=[CH:16][CH:17]=2)[N:6]=1)([CH3:4])([CH3:2])[CH3:3]. Given the reactants [C:1]([C:5]1[CH:9]=[C:8]([CH2:10][NH2:11])[N:7]([C:12]2[CH:17]=[CH:16][C:15]([F:18])=[CH:14][CH:13]=2)[N:6]=1)([CH3:4])([CH3:3])[CH3:2].[F:19][C:20]1[CH:21]=[C:22]([CH:31]([CH3:35])[C:32](O)=[O:33])[CH:23]=[CH:24][C:25]=1[CH2:26][O:27][CH2:28][CH2:29][OH:30].C1C=CC2N(O)N=NC=2C=1.CN(C(ON1N=NC2C=CC=CC1=2)=[N+](C)C)C.[B-](F)(F)(F)F.CCN(C(C)C)C(C)C, predict the reaction product.